This data is from Reaction yield outcomes from USPTO patents with 853,638 reactions. The task is: Predict the reaction yield, written as a fraction of the theoretical maximum amount of product (1.0 means a 100% yield; for example, 0.34 means a 34% yield). (1) The reactants are [NH2:1][C:2]1[CH:3]=[C:4]([C:8]2[CH2:9][CH2:10][N:11]([C:14]([O:16][C:17]([CH3:20])([CH3:19])[CH3:18])=[O:15])[CH2:12][CH:13]=2)[CH:5]=[CH:6][CH:7]=1. The catalyst is C(O)C.[Pd]. The product is [NH2:1][C:2]1[CH:3]=[C:4]([CH:8]2[CH2:9][CH2:10][N:11]([C:14]([O:16][C:17]([CH3:20])([CH3:19])[CH3:18])=[O:15])[CH2:12][CH2:13]2)[CH:5]=[CH:6][CH:7]=1. The yield is 0.840. (2) The reactants are Cl[C:2](=[O:8])[C:3]([O:5][CH2:6][CH3:7])=[O:4].[Br:9][C:10]1[CH:11]=[C:12]([CH:17]=[C:18]([Br:21])[C:19]=1[OH:20])[C:13](=[N:15]O)[NH2:14]. The catalyst is N1C=CC=CC=1. The product is [Br:9][C:10]1[CH:11]=[C:12]([C:13]2[N:15]=[C:2]([C:3]([O:5][CH2:6][CH3:7])=[O:4])[O:8][N:14]=2)[CH:17]=[C:18]([Br:21])[C:19]=1[OH:20]. The yield is 0.460. (3) The reactants are Cl[C:2]1[CH:3]=[CH:4][C:5]2[S:12](=[O:14])(=[O:13])[N:11]3[CH2:15][C@H:8]([CH2:9][CH2:10]3)[NH:7][C:6]=2[N:16]=1.[F:17][C:18]([F:29])([F:28])[C:19]1[CH:20]=[C:21](B(O)O)[CH:22]=[CH:23][CH:24]=1.C(=O)([O-])[O-].[Cs+].[Cs+].O1CCOCC1. The catalyst is C1C=CC(P(C2C=CC=CC=2)[C-]2C=CC=C2)=CC=1.C1C=CC(P(C2C=CC=CC=2)[C-]2C=CC=C2)=CC=1.Cl[Pd]Cl.[Fe+2].O. The product is [F:17][C:18]([F:29])([F:28])[C:19]1[CH:24]=[C:23]([C:2]2[CH:3]=[CH:4][C:5]3[S:12](=[O:14])(=[O:13])[N:11]4[CH2:15][C@H:8]([CH2:9][CH2:10]4)[NH:7][C:6]=3[N:16]=2)[CH:22]=[CH:21][CH:20]=1. The yield is 0.880. (4) The reactants are [O:1]=[C:2]1[CH2:7][O:6][CH2:5][CH2:4][N:3]1[C:8]1[CH:18]=[CH:17][C:11]([C:12]([O:14][CH2:15][CH3:16])=[O:13])=[CH:10][CH:9]=1. The catalyst is [C].[Rh].C(O)C. The product is [O:1]=[C:2]1[CH2:7][O:6][CH2:5][CH2:4][N:3]1[CH:8]1[CH2:9][CH2:10][CH:11]([C:12]([O:14][CH2:15][CH3:16])=[O:13])[CH2:17][CH2:18]1. The yield is 0.976. (5) The catalyst is CO.CC(O)=O. The product is [N+:22]([C:25]1[CH:32]=[CH:31][CH:30]=[CH:29][C:26]=1[CH2:27][NH:1][C@@H:2]([CH3:21])[CH2:3][O:4][C:5]1[CH:20]=[CH:19][C:8]([C:9]([O:11][CH2:12][C:13]2[CH:14]=[CH:15][CH:16]=[CH:17][CH:18]=2)=[O:10])=[CH:7][CH:6]=1)([O-:24])=[O:23]. The reactants are [NH2:1][C@@H:2]([CH3:21])[CH2:3][O:4][C:5]1[CH:20]=[CH:19][C:8]([C:9]([O:11][CH2:12][C:13]2[CH:18]=[CH:17][CH:16]=[CH:15][CH:14]=2)=[O:10])=[CH:7][CH:6]=1.[N+:22]([C:25]1[CH:32]=[CH:31][CH:30]=[CH:29][C:26]=1[CH:27]=O)([O-:24])=[O:23].[BH3-]C#N.[Na+]. The yield is 0.420. (6) The reactants are [N:1]1[N:5]2[CH:6]=[CH:7][C:8]([O-:10])=[N:9][C:4]2=[CH:3][CH:2]=1.[Na+]. The catalyst is C(O)(=O)C.O. The product is [N:1]1[N:5]2[CH:4]=[N:9][C:8](=[O:10])[CH2:7][C:6]2=[CH:3][CH:2]=1. The yield is 0.850. (7) The reactants are [N:1]1([C:6]2[C:11]([F:12])=[C:10]([NH:13][NH2:14])[N:9]=[C:8]([CH3:15])[N:7]=2)[CH2:5][CH:4]=[CH:3][CH2:2]1.[CH:16]1([CH2:21][C@H:22]([CH2:26][N:27]([CH:35]=[O:36])[O:28][CH:29]2[CH2:34][CH2:33][CH2:32][CH2:31][O:30]2)[C:23](O)=[O:24])[CH2:20][CH2:19][CH2:18][CH2:17]1.C1C=NC2N(O)N=NC=2C=1.CN1CCOCC1.C(Cl)CCl. The catalyst is CN(C=O)C. The product is [CH:16]1([CH2:21][C@@H:22]([C:23]([NH:14][NH:13][C:10]2[C:11]([F:12])=[C:6]([N:1]3[CH2:2][CH:3]=[CH:4][CH2:5]3)[N:7]=[C:8]([CH3:15])[N:9]=2)=[O:24])[CH2:26][N:27]([O:28][CH:29]2[CH2:34][CH2:33][CH2:32][CH2:31][O:30]2)[CH:35]=[O:36])[CH2:20][CH2:19][CH2:18][CH2:17]1. The yield is 0.550.